Dataset: Full USPTO retrosynthesis dataset with 1.9M reactions from patents (1976-2016). Task: Predict the reactants needed to synthesize the given product. (1) Given the product [Cl:22][C:23]1[CH:24]=[C:25]([NH:26][C:5]2[N:10]=[C:9]([C:11]3[N:15]([C:16]4[CH:21]=[CH:20][CH:19]=[CH:18][CH:17]=4)[N:14]=[CH:13][CH:12]=3)[CH:8]=[CH:7][N:6]=2)[CH:27]=[CH:28][CH:29]=1, predict the reactants needed to synthesize it. The reactants are: CS([C:5]1[N:10]=[C:9]([C:11]2[N:15]([C:16]3[CH:21]=[CH:20][CH:19]=[CH:18][CH:17]=3)[N:14]=[CH:13][CH:12]=2)[CH:8]=[CH:7][N:6]=1)(=O)=O.[Cl:22][C:23]1[CH:24]=[C:25]([CH:27]=[CH:28][CH:29]=1)[NH2:26]. (2) Given the product [CH3:36][C:30]1[CH:29]=[C:28]([B:18]2[O:22][C:21]([CH3:24])([CH3:23])[C:20]([CH3:26])([CH3:25])[O:19]2)[CH:35]=[CH:34][C:31]=1[C:32]#[N:33], predict the reactants needed to synthesize it. The reactants are: CC1N=C(NS(C2C=CC([B:18]3[O:22][C:21]([CH3:24])([CH3:23])[C:20]([CH3:26])([CH3:25])[O:19]3)=CC=2)(=O)=O)C=CC=1.Br[C:28]1[CH:35]=[CH:34][C:31]([C:32]#[N:33])=[C:30]([CH3:36])[CH:29]=1. (3) Given the product [F:34][C:35]1[CH:36]=[C:37]([C:2]2[CH:7]=[CH:6][N:5]=[C:4]3[N:8]([S:24]([C:27]4[CH:28]=[CH:29][C:30]([CH3:31])=[CH:32][CH:33]=4)(=[O:25])=[O:26])[C:9]([C:11]4[CH2:16][CH2:15][N:14]([C:17]([O:19][C:20]([CH3:22])([CH3:23])[CH3:21])=[O:18])[CH2:13][CH:12]=4)=[CH:10][C:3]=23)[CH:38]=[CH:39][C:40]=1[C:41](=[O:44])[NH:42][CH3:43], predict the reactants needed to synthesize it. The reactants are: Br[C:2]1[CH:7]=[CH:6][N:5]=[C:4]2[N:8]([S:24]([C:27]3[CH:33]=[CH:32][C:30]([CH3:31])=[CH:29][CH:28]=3)(=[O:26])=[O:25])[C:9]([C:11]3[CH2:16][CH2:15][N:14]([C:17]([O:19][C:20]([CH3:23])([CH3:22])[CH3:21])=[O:18])[CH2:13][CH:12]=3)=[CH:10][C:3]=12.[F:34][C:35]1[CH:36]=[C:37](B(O)O)[CH:38]=[CH:39][C:40]=1[C:41](=[O:44])[NH:42][CH3:43].C(=O)(O)[O-].[Na+].